This data is from Forward reaction prediction with 1.9M reactions from USPTO patents (1976-2016). The task is: Predict the product of the given reaction. (1) Given the reactants Br[C:2]1[N:7]=[C:6]([CH:8]=[O:9])[CH:5]=[CH:4][CH:3]=1.[Cl:10][C:11]1[CH:12]=[C:13](B(O)O)[CH:14]=[CH:15][C:16]=1[Cl:17].C(=O)([O-])[O-].[Na+].[Na+], predict the reaction product. The product is: [Cl:10][C:11]1[CH:12]=[C:13]([C:2]2[N:7]=[C:6]([CH:8]=[O:9])[CH:5]=[CH:4][CH:3]=2)[CH:14]=[CH:15][C:16]=1[Cl:17]. (2) The product is: [NH2:1][C:2](=[O:38])[C@@H:3]([N:6]([CH2:7][C:8]1[CH:35]=[CH:34][C:11]([C:12](=[O:13])[NH:14][C:15]2[CH:20]=[CH:19][C:18]([Cl:21])=[CH:17][C:16]=2[N:22]2[CH2:23][CH2:24][N:25]([CH2:28][CH2:29][C:30]([F:33])([F:31])[F:32])[CH2:26][CH2:27]2)=[C:10]([F:36])[C:9]=1[F:37])[C:39](=[O:40])[O:41][C:42]([CH3:45])([CH3:44])[CH3:43])[CH2:4][OH:5]. Given the reactants [NH2:1][C:2](=[O:38])[C@@H:3]([NH:6][CH2:7][C:8]1[CH:35]=[CH:34][C:11]([C:12]([NH:14][C:15]2[CH:20]=[CH:19][C:18]([Cl:21])=[CH:17][C:16]=2[N:22]2[CH2:27][CH2:26][N:25]([CH2:28][CH2:29][C:30]([F:33])([F:32])[F:31])[CH2:24][CH2:23]2)=[O:13])=[C:10]([F:36])[C:9]=1[F:37])[CH2:4][OH:5].[C:39](O[C:39]([O:41][C:42]([CH3:45])([CH3:44])[CH3:43])=[O:40])([O:41][C:42]([CH3:45])([CH3:44])[CH3:43])=[O:40].C([O-])([O-])=O.[K+].[K+], predict the reaction product.